This data is from Catalyst prediction with 721,799 reactions and 888 catalyst types from USPTO. The task is: Predict which catalyst facilitates the given reaction. (1) Reactant: [Na+].[C:2]([O:6][C@@H:7]([C:12]1[C:13]([CH3:32])=[CH:14][C:15]2[N:16]([CH:26]=[C:27]([C:29]([O-:31])=O)[N:28]=2)[C:17]=1[N:18]1[CH2:23][CH2:22][C:21]([CH3:25])([CH3:24])[CH2:20][CH2:19]1)[C:8]([O:10][CH3:11])=[O:9])([CH3:5])([CH3:4])[CH3:3].CCN(C(C)C)[CH:36]([CH3:38])[CH3:37].CN(C(ON1N=N[C:52]2[CH:53]=[CH:54][CH:55]=[N:56][C:51]1=2)=[N+](C)C)C.[F:59][P-](F)(F)(F)(F)F.C[N:67]([CH:69]=O)C. Product: [C:2]([O:6][C@@H:7]([C:12]1[C:13]([CH3:32])=[CH:14][C:15]2[N:16]([CH:26]=[C:27]([C:29](=[O:31])[NH:56][CH:55]([C:69]#[N:67])[CH2:54][C:53]3[CH:38]=[CH:36][C:37]([F:59])=[CH:51][CH:52]=3)[N:28]=2)[C:17]=1[N:18]1[CH2:23][CH2:22][C:21]([CH3:24])([CH3:25])[CH2:20][CH2:19]1)[C:8]([O:10][CH3:11])=[O:9])([CH3:4])([CH3:5])[CH3:3]. The catalyst class is: 25. (2) Reactant: CC(OC(/N=N/C(OC(C)C)=O)=O)C.[Br:15][C:16]1[CH:17]=[CH:18][C:19]([F:24])=[C:20]([CH2:22]O)[CH:21]=1.[C:25]1(=[O:35])[C:33]2[C:28](=[CH:29][CH:30]=[CH:31][CH:32]=2)[C:27](=[O:34])[NH:26]1.C1C=CC(P(C2C=CC=CC=2)C2C=CC=CC=2)=CC=1. Product: [Br:15][C:16]1[CH:17]=[CH:18][C:19]([F:24])=[C:20]([CH2:22][N:26]2[C:27](=[O:34])[C:28]3[C:33](=[CH:32][CH:31]=[CH:30][CH:29]=3)[C:25]2=[O:35])[CH:21]=1. The catalyst class is: 7. (3) The catalyst class is: 2. Product: [Si:1]([O:18][CH2:19][C@@H:20]([N:23]1[C@H:28]([C:29]2[CH:30]=[CH:31][C:32]([Cl:35])=[CH:33][CH:34]=2)[C@@H:27]([C:36]2[CH:41]=[CH:40][CH:39]=[C:38]([Cl:42])[CH:37]=2)[CH2:26][C@:25]([CH3:43])([CH:44]=[O:45])[C:24]1=[O:46])[CH2:21][CH3:22])([C:14]([CH3:16])([CH3:17])[CH3:15])([C:8]1[CH:13]=[CH:12][CH:11]=[CH:10][CH:9]=1)[C:2]1[CH:7]=[CH:6][CH:5]=[CH:4][CH:3]=1. Reactant: [Si:1]([O:18][CH2:19][C@@H:20]([N:23]1[C@H:28]([C:29]2[CH:34]=[CH:33][C:32]([Cl:35])=[CH:31][CH:30]=2)[C@@H:27]([C:36]2[CH:41]=[CH:40][CH:39]=[C:38]([Cl:42])[CH:37]=2)[CH2:26][C@@:25]([CH2:44][OH:45])([CH3:43])[C:24]1=[O:46])[CH2:21][CH3:22])([C:14]([CH3:17])([CH3:16])[CH3:15])([C:8]1[CH:13]=[CH:12][CH:11]=[CH:10][CH:9]=1)[C:2]1[CH:7]=[CH:6][CH:5]=[CH:4][CH:3]=1.C([O-])(O)=O.[Na+].CC(OI1(OC(C)=O)(OC(C)=O)OC(=O)C2C=CC=CC1=2)=O.[O-]S([O-])(=S)=O.[Na+].[Na+]. (4) Reactant: [CH2:1]([O:8][C:9]1[C:17]2[N:16]=[C:15]([C:18]([F:21])([F:20])[F:19])[N:14](O)[C:13]=2[CH:12]=[C:11]([Br:23])[CH:10]=1)[C:2]1[CH:7]=[CH:6][CH:5]=[CH:4][CH:3]=1.P(Br)(Br)Br.O.C(=O)(O)[O-].[Na+]. Product: [CH2:1]([O:8][C:9]1[C:17]2[N:16]=[C:15]([C:18]([F:21])([F:19])[F:20])[NH:14][C:13]=2[CH:12]=[C:11]([Br:23])[CH:10]=1)[C:2]1[CH:3]=[CH:4][CH:5]=[CH:6][CH:7]=1. The catalyst class is: 22. (5) Reactant: Br[C:2]1[CH:19]=[CH:18][C:5]2[NH:6][CH:7]([C:10]3[C:15]([F:16])=[CH:14][CH:13]=[CH:12][C:11]=3[F:17])[CH2:8][O:9][C:4]=2[CH:3]=1.C([O-])([O-])=O.[K+].[K+].[CH3:26][C:27]1[CH:32]=[C:31]([C:33]([F:36])([F:35])[F:34])[CH:30]=[CH:29][C:28]=1B(O)O. Product: [F:17][C:11]1[CH:12]=[CH:13][CH:14]=[C:15]([F:16])[C:10]=1[CH:7]1[NH:6][C:5]2[CH:18]=[CH:19][C:2]([C:28]3[CH:29]=[CH:30][C:31]([C:33]([F:34])([F:36])[F:35])=[CH:32][C:27]=3[CH3:26])=[CH:3][C:4]=2[O:9][CH2:8]1. The catalyst class is: 77. (6) Reactant: [CH2:1]([O:3][C:4]([C:6]1[S:10][C:9]([NH:11][C:12](=[O:17])[C:13]([NH2:16])([CH3:15])[CH3:14])=[N:8][C:7]=1[C:18]1[CH:23]=[CH:22][CH:21]=[CH:20][CH:19]=1)=[O:5])[CH3:2].C(N(CC)CC)C.[F:31][C:32]1[CH:40]=[CH:39][C:35]([C:36](Cl)=[O:37])=[CH:34][CH:33]=1. Product: [CH2:1]([O:3][C:4]([C:6]1[S:10][C:9]([NH:11][C:12](=[O:17])[C:13]([NH:16][C:36](=[O:37])[C:35]2[CH:39]=[CH:40][C:32]([F:31])=[CH:33][CH:34]=2)([CH3:15])[CH3:14])=[N:8][C:7]=1[C:18]1[CH:23]=[CH:22][CH:21]=[CH:20][CH:19]=1)=[O:5])[CH3:2]. The catalyst class is: 4. (7) Reactant: [Br:1][C:2]1[CH:9]=[CH:8][C:5]([CH:6]=[O:7])=[C:4](F)[CH:3]=1.[NH:11]1[CH2:16][CH2:15][O:14][CH2:13][CH2:12]1.C([O-])([O-])=O.[K+].[K+]. Product: [Br:1][C:2]1[CH:9]=[CH:8][C:5]([CH:6]=[O:7])=[C:4]([N:11]2[CH2:16][CH2:15][O:14][CH2:13][CH2:12]2)[CH:3]=1. The catalyst class is: 3.